From a dataset of Reaction yield outcomes from USPTO patents with 853,638 reactions. Predict the reaction yield, written as a fraction of the theoretical maximum amount of product (1.0 means a 100% yield; for example, 0.34 means a 34% yield). The yield is 0.854. The catalyst is C(O)C. The product is [C:1]([O:5][C:6](=[O:7])[NH:8][C@@H:9]1[CH2:14][CH2:13][CH2:12][N:11]([C:15]2[CH:20]=[C:19]([CH2:21][OH:22])[N:18]=[C:17]3[N:25]([CH3:38])[C:26](=[O:37])[N:27]([CH2:28][C:29]4[CH:34]=[CH:33][CH:32]=[CH:31][C:30]=4[C:35]#[N:36])[C:16]=23)[CH2:10]1)([CH3:4])([CH3:3])[CH3:2]. The reactants are [C:1]([O:5][C:6]([NH:8][C@@H:9]1[CH2:14][CH2:13][CH2:12][N:11]([C:15]2[CH:20]=[C:19]([C:21](OC)=[O:22])[N:18]=[C:17]3[N:25]([CH3:38])[C:26](=[O:37])[N:27]([CH2:28][C:29]4[CH:34]=[CH:33][CH:32]=[CH:31][C:30]=4[C:35]#[N:36])[C:16]=23)[CH2:10]1)=[O:7])([CH3:4])([CH3:3])[CH3:2].[BH4-].[K+].